Task: Predict the product of the given reaction.. Dataset: Forward reaction prediction with 1.9M reactions from USPTO patents (1976-2016) Given the reactants [Cl:1][C:2]1[N:7]=[C:6]([CH:8]=C)[C:5]([F:10])=[CH:4][N:3]=1.[O:11]1CCCC1.[OH2:16], predict the reaction product. The product is: [Cl:1][C:2]1[N:7]=[C:6]([CH:8]([OH:11])[OH:16])[C:5]([F:10])=[CH:4][N:3]=1.